From a dataset of hERG Central: cardiac toxicity at 1µM, 10µM, and general inhibition. Predict hERG channel inhibition at various concentrations. (1) The compound is Cc1nnc(N2CCC(C(=O)N3CCCCC3)CC2)c2nn(-c3ccc(Cl)cc3)c(C)c12. Results: hERG_inhib (hERG inhibition (general)): blocker. (2) Results: hERG_inhib (hERG inhibition (general)): blocker. The molecule is COc1ccc(N(CC(=O)NCCOc2ccccc2)S(=O)(=O)c2ccc(C)cc2)cc1. (3) The drug is O=C(Cc1ccc(S(=O)(=O)N2CCOCC2)s1)NCCC(c1ccccc1)c1ccccc1. Results: hERG_inhib (hERG inhibition (general)): blocker.